Dataset: NCI-60 drug combinations with 297,098 pairs across 59 cell lines. Task: Regression. Given two drug SMILES strings and cell line genomic features, predict the synergy score measuring deviation from expected non-interaction effect. (1) Drug 1: CC1=C(C=C(C=C1)NC2=NC=CC(=N2)N(C)C3=CC4=NN(C(=C4C=C3)C)C)S(=O)(=O)N.Cl. Drug 2: C1=NC2=C(N1)C(=S)N=CN2. Cell line: SK-OV-3. Synergy scores: CSS=1.74, Synergy_ZIP=-10.1, Synergy_Bliss=-20.8, Synergy_Loewe=-45.1, Synergy_HSA=-22.4. (2) Drug 1: CC1=C(C=C(C=C1)NC(=O)C2=CC=C(C=C2)CN3CCN(CC3)C)NC4=NC=CC(=N4)C5=CN=CC=C5. Drug 2: C1CC(=O)NC(=O)C1N2C(=O)C3=CC=CC=C3C2=O. Cell line: M14. Synergy scores: CSS=-15.0, Synergy_ZIP=12.9, Synergy_Bliss=10.1, Synergy_Loewe=-10.6, Synergy_HSA=-8.78. (3) Drug 1: C1=NC2=C(N=C(N=C2N1C3C(C(C(O3)CO)O)F)Cl)N. Drug 2: CC1CCCC2(C(O2)CC(NC(=O)CC(C(C(=O)C(C1O)C)(C)C)O)C(=CC3=CSC(=N3)C)C)C. Cell line: DU-145. Synergy scores: CSS=36.0, Synergy_ZIP=1.39, Synergy_Bliss=-2.49, Synergy_Loewe=-21.1, Synergy_HSA=-4.96. (4) Cell line: PC-3. Drug 2: C1=NC2=C(N=C(N=C2N1C3C(C(C(O3)CO)O)O)F)N. Synergy scores: CSS=45.9, Synergy_ZIP=4.95, Synergy_Bliss=3.74, Synergy_Loewe=-10.6, Synergy_HSA=5.89. Drug 1: CC1=C2C(C(=O)C3(C(CC4C(C3C(C(C2(C)C)(CC1OC(=O)C(C(C5=CC=CC=C5)NC(=O)OC(C)(C)C)O)O)OC(=O)C6=CC=CC=C6)(CO4)OC(=O)C)OC)C)OC. (5) Drug 1: CC1=C(C(CCC1)(C)C)C=CC(=CC=CC(=CC(=O)O)C)C. Drug 2: CC12CCC3C(C1CCC2OP(=O)(O)O)CCC4=C3C=CC(=C4)OC(=O)N(CCCl)CCCl.[Na+]. Cell line: OVCAR-5. Synergy scores: CSS=28.9, Synergy_ZIP=-6.96, Synergy_Bliss=-1.96, Synergy_Loewe=1.27, Synergy_HSA=0.246. (6) Drug 1: C1C(C(OC1N2C=C(C(=O)NC2=O)F)CO)O. Drug 2: CC1=C(N=C(N=C1N)C(CC(=O)N)NCC(C(=O)N)N)C(=O)NC(C(C2=CN=CN2)OC3C(C(C(C(O3)CO)O)O)OC4C(C(C(C(O4)CO)O)OC(=O)N)O)C(=O)NC(C)C(C(C)C(=O)NC(C(C)O)C(=O)NCCC5=NC(=CS5)C6=NC(=CS6)C(=O)NCCC[S+](C)C)O. Cell line: MDA-MB-231. Synergy scores: CSS=20.1, Synergy_ZIP=-7.66, Synergy_Bliss=-3.66, Synergy_Loewe=0.207, Synergy_HSA=0.893.